From a dataset of Full USPTO retrosynthesis dataset with 1.9M reactions from patents (1976-2016). Predict the reactants needed to synthesize the given product. (1) Given the product [CH2:21]([O:23][C:8]([C:7]1[C:2](=[O:1])[NH:3][N:4]=[CH:5][CH:6]=1)=[O:16])[CH3:22], predict the reactants needed to synthesize it. The reactants are: [O:1]=[C:2]1[C:7]([C:8]#N)=[CH:6][CH:5]=[N:4][NH:3]1.OS(O)(=O)=O.C([O-])([O-])=[O:16].[Na+].[Na+].[CH2:21]([OH:23])[CH3:22]. (2) Given the product [CH2:12]([N:19]1[CH:24]=[C:23]([Cl:25])[N:22]=[C:21]([NH:1][C:2]2[C:7]([Br:8])=[CH:6][C:5]([CH3:9])=[CH:4][N:3]=2)[C:20]1=[O:27])[C:13]1[CH:18]=[CH:17][CH:16]=[CH:15][CH:14]=1, predict the reactants needed to synthesize it. The reactants are: [NH2:1][C:2]1[C:7]([Br:8])=[CH:6][C:5]([CH3:9])=[CH:4][N:3]=1.[H-].[Na+].[CH2:12]([N:19]1[CH:24]=[C:23]([Cl:25])[N:22]=[C:21](Cl)[C:20]1=[O:27])[C:13]1[CH:18]=[CH:17][CH:16]=[CH:15][CH:14]=1. (3) Given the product [CH3:22][C:19]1[CH:20]=[CH:21][C:16]([C:2]2[CH:11]=[C:10]([N+:12]([O-:14])=[O:13])[CH:9]=[C:4]([C:5]([O:7][CH3:8])=[O:6])[CH:3]=2)=[CH:17][CH:18]=1, predict the reactants needed to synthesize it. The reactants are: I[C:2]1[CH:3]=[C:4]([CH:9]=[C:10]([N+:12]([O-:14])=[O:13])[CH:11]=1)[C:5]([O:7][CH3:8])=[O:6].B(O)(O)[C:16]1[CH:17]=[CH:18][C:19]([CH3:22])=[CH:20][CH:21]=1.C(=O)([O-])[O-].[Cs+].[Cs+]. (4) Given the product [CH3:23][O:9][C:8]([C:5]1[C:4]([NH:11][C:12]2[CH:17]=[CH:16][C:15]([Si:18]([CH3:19])([CH3:21])[CH3:20])=[CH:14][C:13]=2[F:22])=[N:3][C:2]([Cl:1])=[CH:7][N:6]=1)=[O:10], predict the reactants needed to synthesize it. The reactants are: [Cl:1][C:2]1[N:3]=[C:4]([NH:11][C:12]2[CH:17]=[CH:16][C:15]([Si:18]([CH3:21])([CH3:20])[CH3:19])=[CH:14][C:13]=2[F:22])[C:5]([C:8]([OH:10])=[O:9])=[N:6][CH:7]=1.[CH3:23][Si](C=[N+]=[N-])(C)C.